Dataset: Reaction yield outcomes from USPTO patents with 853,638 reactions. Task: Predict the reaction yield, written as a fraction of the theoretical maximum amount of product (1.0 means a 100% yield; for example, 0.34 means a 34% yield). (1) The reactants are [C:1]([NH:4][CH2:5][CH2:6][CH:7]1[C:15]2[C:10](=[CH:11][CH:12]=[C:13]([NH:17][C:18]([CH:20]3[CH2:22][CH2:21]3)=[O:19])[C:14]=2O)[CH2:9][CH2:8]1)(=[O:3])[CH3:2].C1(C)C=CC(S([O-])(=O)=O)=CC=1.[NH+]1C=CC=CC=1. The catalyst is C1(C)C(C)=CC=CC=1. The product is [CH:20]1([C:18]2[O:19][C:14]3[C:15]4[CH:7]([CH2:6][CH2:5][NH:4][C:1](=[O:3])[CH3:2])[CH2:8][CH2:9][C:10]=4[CH:11]=[CH:12][C:13]=3[N:17]=2)[CH2:22][CH2:21]1. The yield is 0.700. (2) The reactants are [CH2:1]([O:8][C:9]1[CH:10]=[CH:11][C:12]([S:19]([CH:22]2[CH2:27][CH2:26][NH:25][CH2:24][CH2:23]2)(=[O:21])=[O:20])=[C:13]2[C:18]=1[N:17]=[CH:16][CH:15]=[CH:14]2)[C:2]1[CH:7]=[CH:6][CH:5]=[CH:4][CH:3]=1.[F:28][C:29]1[CH:36]=[CH:35][C:32]([CH:33]=O)=[CH:31][CH:30]=1.O([BH-](OC(C)=O)OC(C)=O)C(C)=O.[Na+]. The catalyst is ClCCl.C1COCC1.C(O)(=O)C. The product is [CH2:1]([O:8][C:9]1[CH:10]=[CH:11][C:12]([S:19]([CH:22]2[CH2:27][CH2:26][N:25]([CH2:33][C:32]3[CH:35]=[CH:36][C:29]([F:28])=[CH:30][CH:31]=3)[CH2:24][CH2:23]2)(=[O:21])=[O:20])=[C:13]2[C:18]=1[N:17]=[CH:16][CH:15]=[CH:14]2)[C:2]1[CH:3]=[CH:4][CH:5]=[CH:6][CH:7]=1. The yield is 0.770. (3) The reactants are C(OC(=O)C([N:7]([C:13]([O:15][C:16]([CH3:19])([CH3:18])[CH3:17])=[O:14])[CH:8]1[CH2:12][CH:11]=[CH:10][CH2:9]1)=O)C.[Li+].[OH-]. The catalyst is C1COCC1.O. The product is [C:16]([O:15][C:13](=[O:14])[NH:7][CH:8]1[CH2:9][CH:10]=[CH:11][CH2:12]1)([CH3:19])([CH3:17])[CH3:18]. The yield is 0.530. (4) The reactants are [N:1]([CH2:4][C:5]1[N:6]=[N:7][C:8]([C:11]2[C:16]([F:17])=[CH:15][CH:14]=[CH:13][C:12]=2[F:18])=[CH:9][CH:10]=1)=[N+]=[N-].P(C)(C)C.[N:23]([C:26]1[CH:27]=[N:28][S:29][C:30]=1[N:31]1[CH2:36][CH2:35][CH2:34][C@H:33]([NH:37][C:38](=[O:44])[O:39][C:40]([CH3:43])([CH3:42])[CH3:41])[CH2:32]1)=[C:24]=S.N#N. The catalyst is C1COCC1. The product is [F:18][C:12]1[CH:13]=[CH:14][CH:15]=[C:16]([F:17])[C:11]=1[C:8]1[CH:9]=[CH:10][C:5]2[N:6]([C:24]([NH:23][C:26]3[CH:27]=[N:28][S:29][C:30]=3[N:31]3[CH2:36][CH2:35][CH2:34][C@H:33]([NH:37][C:38](=[O:44])[O:39][C:40]([CH3:42])([CH3:41])[CH3:43])[CH2:32]3)=[N:1][CH:4]=2)[N:7]=1. The yield is 0.620. (5) The reactants are [C:1]([O:5][C:6]([N:8]1[CH2:16][C:15]2[C:10](=[N:11][CH:12]=[C:13]([C:17]([OH:19])=O)[CH:14]=2)[C@@H:9]1[CH2:20][CH3:21])=[O:7])([CH3:4])([CH3:3])[CH3:2].CN(C(ON1N=NC2C=CC=NC1=2)=[N+](C)C)C.F[P-](F)(F)(F)(F)F.C(N(CC)CC)C.[CH2:53]([S:55]([C:58]1[CH:63]=[CH:62][C:61]([C@@H:64]([NH2:68])[CH2:65][O:66][CH3:67])=[CH:60][CH:59]=1)(=[O:57])=[O:56])[CH3:54]. The catalyst is CN(C=O)C.O. The product is [CH2:20]([C@H:9]1[C:10]2=[N:11][CH:12]=[C:13]([C:17](=[O:19])[NH:68][C@H:64]([C:61]3[CH:62]=[CH:63][C:58]([S:55]([CH2:53][CH3:54])(=[O:57])=[O:56])=[CH:59][CH:60]=3)[CH2:65][O:66][CH3:67])[CH:14]=[C:15]2[CH2:16][N:8]1[C:6]([O:5][C:1]([CH3:3])([CH3:2])[CH3:4])=[O:7])[CH3:21]. The yield is 0.970. (6) The reactants are [OH:1][C:2]1[CH:3]=[C:4]([CH:10]=[CH:11][C:12]=1[OH:13])[C:5]([O:7][CH2:8][CH3:9])=[O:6].Br[CH2:15][CH2:16]Br.C([O-])([O-])=O.[K+].[K+]. The catalyst is CN(C=O)C. The product is [O:13]1[CH2:16][CH2:15][O:1][C:2]2[CH:3]=[C:4]([C:5]([O:7][CH2:8][CH3:9])=[O:6])[CH:10]=[CH:11][C:12]1=2. The yield is 0.230. (7) The catalyst is C1(C)C(C)=CC=CC=1. The product is [CH:20]1([C:18]2[O:19][C:14]3[C:15]4[CH:7]([CH2:6][CH2:5][NH:4][C:1](=[O:3])[CH3:2])[CH2:8][CH2:9][C:10]=4[CH:11]=[CH:12][C:13]=3[N:17]=2)[CH2:22][CH2:21]1. The yield is 0.700. The reactants are [C:1]([NH:4][CH2:5][CH2:6][CH:7]1[C:15]2[C:10](=[CH:11][CH:12]=[C:13]([NH:17][C:18]([CH:20]3[CH2:22][CH2:21]3)=[O:19])[C:14]=2O)[CH2:9][CH2:8]1)(=[O:3])[CH3:2].C1(C)C=CC(S([O-])(=O)=O)=CC=1.[NH+]1C=CC=CC=1.